This data is from TCR-epitope binding with 47,182 pairs between 192 epitopes and 23,139 TCRs. The task is: Binary Classification. Given a T-cell receptor sequence (or CDR3 region) and an epitope sequence, predict whether binding occurs between them. The epitope is GTSGSPIVNR. The TCR CDR3 sequence is CASSLGAGELFF. Result: 1 (the TCR binds to the epitope).